Dataset: Full USPTO retrosynthesis dataset with 1.9M reactions from patents (1976-2016). Task: Predict the reactants needed to synthesize the given product. (1) The reactants are: Cl.[NH2:2][OH:3].[OH-].[Na+].[N:6]([CH2:9][C:10]1[CH:15]=[CH:14][C:13]([C:16](=O)[CH2:17][C:18](=[O:23])[C:19]([F:22])([F:21])[F:20])=[CH:12][CH:11]=1)=[N+:7]=[N-:8]. Given the product [N:6]([CH2:9][C:10]1[CH:15]=[CH:14][C:13]([C:16]2[CH2:17][C:18]([C:19]([F:22])([F:21])[F:20])([OH:23])[O:3][N:2]=2)=[CH:12][CH:11]=1)=[N+:7]=[N-:8], predict the reactants needed to synthesize it. (2) Given the product [CH3:70][CH:71]([CH2:72][CH3:67])[C:84]([S:47][CH2:46][CH2:45][NH:44][C:42](=[O:43])[CH2:41][CH2:40][NH:39][C:37](=[O:38])[C@H:36]([OH:48])[C:2]([CH3:1])([CH3:3])[CH2:4][O:5][P:6]([OH:8])(=[O:7])[O:9][P:10]([OH:12])(=[O:11])[O:13][CH2:14][C@H:15]1[O:19][C@@H:18]([N:20]2[C:24]3[N:25]=[CH:26][N:27]=[C:28]([NH2:29])[C:23]=3[N:22]=[CH:21]2)[C@H:17]([OH:30])[C@@H:16]1[O:31][P:32]([OH:35])([OH:34])=[O:33])=[O:85], predict the reactants needed to synthesize it. The reactants are: [CH3:1][C:2]([C@@H:36]([OH:48])[C:37]([NH:39][CH2:40][CH2:41][C:42]([NH:44][CH2:45][CH2:46][SH:47])=[O:43])=[O:38])([CH2:4][O:5][P:6]([O:9][P:10]([O:13][CH2:14][C@H:15]1[O:19][C@@H:18]([N:20]2[C:24]3[N:25]=[CH:26][N:27]=[C:28]([NH2:29])[C:23]=3[N:22]=[CH:21]2)[C@H:17]([OH:30])[C@@H:16]1[O:31][P:32]([OH:35])([OH:34])=[O:33])([OH:12])=[O:11])([OH:8])=[O:7])[CH3:3].C1CN([P+](ON2N=NC3C=[CH:70][CH:71]=[CH:72][C:67]2=3)(N2CCCC2)N2CCCC2)CC1.F[P-](F)(F)(F)(F)F.C1C[O:85][CH2:84]C1. (3) Given the product [C:1]([O:5][C:6]([N:8]1[CH2:13][CH2:12][N:11]2[C:14]([S:17][CH3:18])=[N:15][C:16]([Cl:32])=[C:10]2[CH:9]1[CH2:19][CH2:20][C:21]1[CH:22]=[CH:23][C:24]([C:27]([F:28])([F:29])[F:30])=[CH:25][CH:26]=1)=[O:7])([CH3:4])([CH3:2])[CH3:3], predict the reactants needed to synthesize it. The reactants are: [C:1]([O:5][C:6]([N:8]1[CH2:13][CH2:12][N:11]2[C:14]([S:17][CH3:18])=[N:15][CH:16]=[C:10]2[CH:9]1[CH2:19][CH2:20][C:21]1[CH:26]=[CH:25][C:24]([C:27]([F:30])([F:29])[F:28])=[CH:23][CH:22]=1)=[O:7])([CH3:4])([CH3:3])[CH3:2].C(Cl)[Cl:32].CO. (4) Given the product [CH3:10][N:11]([CH:13]=[CH:1][C:2](=[O:7])[CH2:3][CH2:4][CH2:5][CH3:6])[CH3:12], predict the reactants needed to synthesize it. The reactants are: [CH3:1][C:2](=[O:7])[CH2:3][CH2:4][CH2:5][CH3:6].CO[CH:10](OC)[N:11]([CH3:13])[CH3:12]. (5) Given the product [Cl:77][C:78]1[CH:79]=[C:80]([NH:81][C:2]2[CH:7]=[C:6]([NH:8][CH2:16][CH:17]3[CH2:18][CH2:19]3)[N:5]3[N:20]=[CH:21][C:22]([CH:23]=[O:24])=[C:4]3[N:3]=2)[CH:82]=[CH:83][C:84]=1[F:85], predict the reactants needed to synthesize it. The reactants are: Cl[C:2]1[CH:7]=[C:6]([N:8]([CH2:16][CH:17]2[CH2:19][CH2:18]2)C(=O)OC(C)(C)C)[N:5]2[N:20]=[CH:21][C:22]([CH:23]=[O:24])=[C:4]2[N:3]=1.C(=O)([O-])[O-].[Cs+].[Cs+].C1C=CC(P(C2C=CC3C(=CC=CC=3)C=2C2C3C(=CC=CC=3)C=CC=2P(C2C=CC=CC=2)C2C=CC=CC=2)C2C=CC=CC=2)=CC=1.[Cl:77][C:78]1[CH:79]=[C:80]([CH:82]=[CH:83][C:84]=1[F:85])[NH2:81]. (6) Given the product [CH2:1]([O:8][C:9]1[CH:10]=[CH:11][C:12]([S:18]([NH:21][C:32]([C:31]2[C:26]([O:25][C:24]3[C:23]([CH3:22])=[CH:50][CH:49]=[CH:48][C:47]=3[CH3:51])=[N:27][C:28]([C:35]3[CH:40]=[C:39]([O:41][CH2:42][CH:43]([CH3:45])[CH3:44])[CH:38]=[C:37]([F:46])[CH:36]=3)=[CH:29][CH:30]=2)=[O:33])(=[O:20])=[O:19])=[N:13][C:14]=1[N+:15]([O-:17])=[O:16])[C:2]1[CH:7]=[CH:6][CH:5]=[CH:4][CH:3]=1, predict the reactants needed to synthesize it. The reactants are: [CH2:1]([O:8][C:9]1[CH:10]=[CH:11][C:12]([S:18]([NH2:21])(=[O:20])=[O:19])=[N:13][C:14]=1[N+:15]([O-:17])=[O:16])[C:2]1[CH:7]=[CH:6][CH:5]=[CH:4][CH:3]=1.[CH3:22][C:23]1[CH:50]=[CH:49][CH:48]=[C:47]([CH3:51])[C:24]=1[O:25][C:26]1[C:31]([C:32](O)=[O:33])=[CH:30][CH:29]=[C:28]([C:35]2[CH:40]=[C:39]([O:41][CH2:42][CH:43]([CH3:45])[CH3:44])[CH:38]=[C:37]([F:46])[CH:36]=2)[N:27]=1.CN(C(ON1N=NC2C=CC=NC1=2)=[N+](C)C)C.F[P-](F)(F)(F)(F)F.C(=O)([O-])[O-].[K+].[K+]. (7) Given the product [Cl:1][C:2]1[C:3]([NH:10][CH2:11][C:12]2[C:13]([CH3:21])=[C:14]([O:19][CH3:20])[C:15]([O:18][C:29]3[CH:30]=[CH:31][C:32]4[N:33]([C:35]([N+:38]([O-:40])=[O:39])=[CH:36][N:37]=4)[N:34]=3)=[CH:16][N:17]=2)=[N:4][C:5]([CH3:9])=[N:6][C:7]=1[CH3:8], predict the reactants needed to synthesize it. The reactants are: [Cl:1][C:2]1[C:3]([NH:10][CH2:11][C:12]2[N:17]=[CH:16][C:15]([OH:18])=[C:14]([O:19][CH3:20])[C:13]=2[CH3:21])=[N:4][C:5]([CH3:9])=[N:6][C:7]=1[CH3:8].C(=O)([O-])[O-].[K+].[K+].Cl[C:29]1[CH:30]=[CH:31][C:32]2[N:33]([C:35]([N+:38]([O-:40])=[O:39])=[CH:36][N:37]=2)[N:34]=1.O. (8) Given the product [CH3:1][O:2][C:3](=[O:28])[CH:4]([NH:9][C:10](=[O:27])[C:11]1[CH:16]=[CH:15][C:14]([C:17]#[C:18][C:19]2[CH:24]=[CH:23][C:22]([CH2:25][OH:26])=[CH:21][CH:20]=2)=[CH:13][CH:12]=1)[C:5]([NH:8][C:29]([O:31][C:32]([CH3:35])([CH3:34])[CH3:33])=[O:30])([CH3:7])[CH3:6], predict the reactants needed to synthesize it. The reactants are: [CH3:1][O:2][C:3](=[O:28])[CH:4]([NH:9][C:10](=[O:27])[C:11]1[CH:16]=[CH:15][C:14]([C:17]#[C:18][C:19]2[CH:24]=[CH:23][C:22]([CH2:25][OH:26])=[CH:21][CH:20]=2)=[CH:13][CH:12]=1)[C:5]([NH2:8])([CH3:7])[CH3:6].[C:29](O[C:29]([O:31][C:32]([CH3:35])([CH3:34])[CH3:33])=[O:30])([O:31][C:32]([CH3:35])([CH3:34])[CH3:33])=[O:30].CCOC(C)=O. (9) Given the product [Cl:1][C:25]1[CH:24]=[C:23]([C:22]2[N:8]([C:4]3[CH:3]=[N:2][CH:7]=[CH:6][CH:5]=3)[N:9]=[C:20]([C:35]([OH:37])=[O:36])[CH:21]=2)[CH:28]=[C:27]([O:29][C:30]([F:33])([F:32])[F:31])[CH:26]=1, predict the reactants needed to synthesize it. The reactants are: [ClH:1].[N:2]1[CH:7]=[CH:6][CH:5]=[C:4]([NH:8][NH2:9])[CH:3]=1.ClC1C=C(N2[C:22]([C:23]3[CH:28]=[C:27]([O:29][C:30]([F:33])([F:32])[F:31])[CH:26]=[C:25](F)[CH:24]=3)=[CH:21][C:20]([C:35]([OH:37])=[O:36])=N2)C=CC=1F.